Dataset: HIV replication inhibition screening data with 41,000+ compounds from the AIDS Antiviral Screen. Task: Binary Classification. Given a drug SMILES string, predict its activity (active/inactive) in a high-throughput screening assay against a specified biological target. (1) The drug is Cc1nnc(N)nc1C=Cc1ccc(Cl)cc1Cl. The result is 0 (inactive). (2) The molecule is CCCCC(c1nc2c(c3c1CCCC3)CCCC2)C(O)(C(F)(F)F)C(F)(F)F. The result is 0 (inactive). (3) The drug is COc1cc2c3c(c1)nnn3C(=O)C(C)S2. The result is 0 (inactive). (4) The compound is O=S(=O)(O)c1cc(O)c2c(O)cc(S(=O)(=O)O)c(N=Nc3ccc(C=Cc4ccc(N=Nc5c(S(=O)(=O)O)cc(O)c6c(O)cc(S(=O)(=O)O)cc56)cc4S(=O)(=O)O)c(S(=O)(=O)O)c3)c2c1.[NaH]. The result is 1 (active). (5) The drug is CCN1c2ccccc2-c2c3c1cc(C)cc3c1ccccc1[n+]2CC.[I-]. The result is 0 (inactive). (6) The compound is N#Cc1c(N)oc(-c2cccc([N+](=O)[O-])c2)c1C#N. The result is 0 (inactive). (7) The result is 0 (inactive). The molecule is CCOC(=O)C(Br)=C1OC(=O)c2ccccc2-c2ccccc21. (8) The compound is CNC(=O)CN(CC(N)=O)C(N)=O. The result is 0 (inactive). (9) The drug is COC(=O)C1(C)CCCC2(C)C1CCC13OCC(CC21)C1(C(C)C)OC31. The result is 0 (inactive). (10) The compound is CN1CCN(Cc2nc3cccc4c3c([n+]2[O-])-c2ccccc2-4)CC1. The result is 0 (inactive).